From a dataset of Reaction yield outcomes from USPTO patents with 853,638 reactions. Predict the reaction yield, written as a fraction of the theoretical maximum amount of product (1.0 means a 100% yield; for example, 0.34 means a 34% yield). (1) The reactants are [F:1][C:2]1[CH:10]=[CH:9][C:8]([N+:11]([O-:13])=[O:12])=[CH:7][C:3]=1[C:4]([OH:6])=[O:5].[CH3:14]O. The catalyst is Cl. The product is [F:1][C:2]1[CH:10]=[CH:9][C:8]([N+:11]([O-:13])=[O:12])=[CH:7][C:3]=1[C:4]([O:6][CH3:14])=[O:5]. The yield is 0.990. (2) The reactants are [Br:1][C:2]1[CH:3]=[C:4]([CH:8]=[CH:9][C:10]=1[C:11]1[N:15]([CH3:16])[N:14]=[CH:13][CH:12]=1)[C:5]([OH:7])=O.C1CN([P+](Br)(N2CCCC2)N2CCCC2)CC1.F[P-](F)(F)(F)(F)F.C(N(C(C)C)CC)(C)C.[NH2:50][C@@H:51]([CH2:64][C:65]1[CH:70]=[CH:69][CH:68]=[CH:67][C:66]=1[C:71]([F:74])([F:73])[F:72])[CH2:52][N:53]1[C:61](=[O:62])[C:60]2[C:55](=[CH:56][CH:57]=[CH:58][CH:59]=2)[C:54]1=[O:63]. The catalyst is C(Cl)Cl. The product is [Br:1][C:2]1[CH:3]=[C:4]([CH:8]=[CH:9][C:10]=1[C:11]1[N:15]([CH3:16])[N:14]=[CH:13][CH:12]=1)[C:5]([NH:50][C@@H:51]([CH2:64][C:65]1[CH:70]=[CH:69][CH:68]=[CH:67][C:66]=1[C:71]([F:74])([F:72])[F:73])[CH2:52][N:53]1[C:61](=[O:62])[C:60]2[C:55](=[CH:56][CH:57]=[CH:58][CH:59]=2)[C:54]1=[O:63])=[O:7]. The yield is 0.780. (3) The yield is 0.400. The reactants are [CH2:1]([O:3][C:4](=[O:22])[C:5]1[CH:10]=[C:9]([N+:11]([O-])=O)[CH:8]=[C:7]([N+]([O-])=O)[C:6]=1[CH:17]=[CH:18][N:19](C)C)[CH3:2].Cl[Sn]Cl. The catalyst is C(O)C. The product is [CH2:1]([O:3][C:4]([C:5]1[C:6]2[CH:17]=[CH:18][NH:19][C:7]=2[CH:8]=[C:9]([NH2:11])[CH:10]=1)=[O:22])[CH3:2]. (4) The reactants are [NH2:1][CH2:2][C:3]([C:6]1[NH:7][C:8]2[C:13]([CH:14]=1)=[CH:12][C:11]([NH:15][C:16]([C:18]1([C:21]3[CH:29]=[CH:28][C:24]4[O:25][CH2:26][O:27][C:23]=4[CH:22]=3)[CH2:20][CH2:19]1)=[O:17])=[CH:10][CH:9]=2)([CH3:5])[CH3:4].N1C=CC=CC=1.[C:36](OC(=O)C)(=[O:38])[CH3:37].O. The catalyst is ClCCl. The product is [C:36]([NH:1][CH2:2][C:3]([C:6]1[NH:7][C:8]2[C:13]([CH:14]=1)=[CH:12][C:11]([NH:15][C:16]([C:18]1([C:21]3[CH:29]=[CH:28][C:24]4[O:25][CH2:26][O:27][C:23]=4[CH:22]=3)[CH2:20][CH2:19]1)=[O:17])=[CH:10][CH:9]=2)([CH3:4])[CH3:5])(=[O:38])[CH3:37]. The yield is 0.730. (5) The product is [Cl:1][C:2]1[C:3]([N:24]2[CH2:29][CH2:28][C:27](=[O:30])[CH2:26][CH2:25]2)=[C:4]([CH2:8][N:9]2[CH2:10][CH:11]3[CH2:16][N:15]([C:17]([O:19][C:20]([CH3:23])([CH3:22])[CH3:21])=[O:18])[CH2:14][CH:12]3[CH2:13]2)[CH:5]=[CH:6][CH:7]=1. The reactants are [Cl:1][C:2]1[C:3]([N:24]2[CH2:29][CH2:28][CH:27]([OH:30])[CH2:26][CH2:25]2)=[C:4]([CH2:8][N:9]2[CH2:13][CH:12]3[CH2:14][N:15]([C:17]([O:19][C:20]([CH3:23])([CH3:22])[CH3:21])=[O:18])[CH2:16][CH:11]3[CH2:10]2)[CH:5]=[CH:6][CH:7]=1.CC(OI1(OC(C)=O)(OC(C)=O)OC(=O)C2C1=CC=CC=2)=O. The yield is 0.400. The catalyst is ClCCl. (6) The reactants are [Cl:1][C:2]1[N:7]=[C:6]([NH:8][CH2:9][C:10]([CH3:13])([CH3:12])[CH3:11])[CH:5]=[CH:4][N:3]=1.[Br:14][CH2:15][C:16]1[CH:21]=[CH:20][C:19]([CH2:22]Br)=[CH:18][CH:17]=1.[H-].[Na+].O. The catalyst is CN(C=O)C. The product is [Br:14][CH2:15][C:16]1[CH:21]=[CH:20][C:19]([CH2:22][N:8]([C:6]2[CH:5]=[CH:4][N:3]=[C:2]([Cl:1])[N:7]=2)[CH2:9][C:10]([CH3:13])([CH3:12])[CH3:11])=[CH:18][CH:17]=1. The yield is 0.240. (7) The reactants are O[Li:2].O.[NH2:4][C:5]1[N:14]=[CH:13][C:12]([Cl:15])=[CH:11][C:6]=1[C:7]([O:9]C)=[O:8]. The catalyst is O.CO. The product is [NH2:4][C:5]1[N:14]=[CH:13][C:12]([Cl:15])=[CH:11][C:6]=1[C:7]([O-:9])=[O:8].[Li+:2]. The yield is 0.950.